This data is from Full USPTO retrosynthesis dataset with 1.9M reactions from patents (1976-2016). The task is: Predict the reactants needed to synthesize the given product. (1) Given the product [NH2:19][C:16]1[CH:15]=[CH:14][C:13]2[C:18](=[C:9]([O:8][C:4]3[N:5]=[CH:6][N:7]=[C:2]([C:25]4[CH:26]=[CH:27][C:22]([C:20]#[N:21])=[CH:23][CH:24]=4)[CH:3]=3)[CH:10]=[CH:11][CH:12]=2)[N:17]=1, predict the reactants needed to synthesize it. The reactants are: Cl[C:2]1[N:7]=[CH:6][N:5]=[C:4]([O:8][C:9]2[CH:10]=[CH:11][CH:12]=[C:13]3[C:18]=2[N:17]=[C:16]([NH2:19])[CH:15]=[CH:14]3)[CH:3]=1.[C:20]([C:22]1[CH:27]=[CH:26][C:25](B(O)O)=[CH:24][CH:23]=1)#[N:21]. (2) Given the product [C:1]([O:5][C:6]([N:8]1[CH2:15][C@H:14]([O:16][CH3:17])[CH2:13][C@H:9]1[C:10]([OH:12])=[O:11])=[O:7])([CH3:4])([CH3:2])[CH3:3], predict the reactants needed to synthesize it. The reactants are: [C:1]([O:5][C:6]([N:8]1[CH2:15][C@H:14]([OH:16])[CH2:13][C@H:9]1[C:10]([OH:12])=[O:11])=[O:7])([CH3:4])([CH3:3])[CH3:2].[CH3:17]I.[OH-].[Na+].Cl. (3) Given the product [CH2:1]([S:8][C:9]1[C:14]([NH:15][S:21]([C:20]2[S:16][C:17]3[CH:28]=[CH:27][CH:26]=[CH:25][C:18]=3[CH:19]=2)(=[O:22])=[O:23])=[CH:13][CH:12]=[CH:11][N:10]=1)[C:2]1[CH:3]=[CH:4][CH:5]=[CH:6][CH:7]=1, predict the reactants needed to synthesize it. The reactants are: [CH2:1]([S:8][C:9]1[C:14]([NH2:15])=[CH:13][CH:12]=[CH:11][N:10]=1)[C:2]1[CH:7]=[CH:6][CH:5]=[CH:4][CH:3]=1.[S:16]1[C:20]([S:21](Cl)(=[O:23])=[O:22])=[CH:19][C:18]2[CH:25]=[CH:26][CH:27]=[CH:28][C:17]1=2. (4) Given the product [CH2:1]([N:3]1[C:9]2[N:10]=[CH:11][C:12]([CH2:14][CH2:15][O:16][C:17]3[CH:22]=[CH:21][C:20]([C:23]4[CH:27]=[C:26]([C:28]([OH:30])=[O:29])[O:25][N:24]=4)=[CH:19][C:18]=3[CH3:33])=[CH:13][C:8]=2[C:7](=[O:34])[N:6]([CH3:35])[C:5]2[CH:36]=[CH:37][CH:38]=[N:39][C:4]1=2)[CH3:2], predict the reactants needed to synthesize it. The reactants are: [CH2:1]([N:3]1[C:9]2[N:10]=[CH:11][C:12]([CH2:14][CH2:15][O:16][C:17]3[CH:22]=[CH:21][C:20]([C:23]4[CH:27]=[C:26]([C:28]([O:30]CC)=[O:29])[O:25][N:24]=4)=[CH:19][C:18]=3[CH3:33])=[CH:13][C:8]=2[C:7](=[O:34])[N:6]([CH3:35])[C:5]2[CH:36]=[CH:37][CH:38]=[N:39][C:4]1=2)[CH3:2].[OH-].[Na+]. (5) Given the product [CH2:11]=[O:10].[N:2]1[C:3]([NH2:8])=[N:4][C:5]([NH2:7])=[N:6][C:1]=1[NH2:9], predict the reactants needed to synthesize it. The reactants are: [C:1]1([NH2:9])[N:6]=[C:5]([NH2:7])[N:4]=[C:3]([NH2:8])[N:2]=1.[OH2:10].[CH3:11]O. (6) Given the product [C:2]([O-:21])(=[O:20])[CH2:3][CH2:4][CH2:5][CH2:6][CH2:7][CH2:8][CH2:9][CH2:10][CH2:11][CH2:12][CH2:13][CH2:14][CH2:15][CH2:16][CH2:17][CH2:18][CH3:19].[Zn+2:1].[C:2]([O-:21])(=[O:20])[CH2:3][CH2:4][CH2:5][CH2:6][CH2:7][CH2:8][CH2:9][CH2:10][CH2:11][CH2:12][CH2:13][CH2:14][CH2:15][CH2:16][CH2:17][CH2:18][CH3:19], predict the reactants needed to synthesize it. The reactants are: [Zn:1].[C:2]([OH:21])(=[O:20])[CH2:3][CH2:4][CH2:5][CH2:6][CH2:7][CH2:8][CH2:9][CH2:10][CH2:11][CH2:12][CH2:13][CH2:14][CH2:15][CH2:16][CH2:17][CH2:18][CH3:19]. (7) Given the product [C:1]([C:5]1[CH:10]=[CH:9][C:8]([C:11]2[CH:16]=[CH:15][C:14]([CH2:17][C:18]3[N:19]([C:31]4[CH:36]=[CH:35][C:34]([NH:44][C@H:40]([CH2:39][CH3:38])[C:41]([OH:43])=[O:42])=[CH:33][CH:32]=4)[CH:20]=[C:21]([C:23]4[CH:28]=[CH:27][C:26]([Cl:29])=[CH:25][C:24]=4[Cl:30])[N:22]=3)=[CH:13][CH:12]=2)=[CH:7][CH:6]=1)([CH3:4])([CH3:3])[CH3:2], predict the reactants needed to synthesize it. The reactants are: [C:1]([C:5]1[CH:10]=[CH:9][C:8]([C:11]2[CH:16]=[CH:15][C:14]([CH2:17][C:18]3[N:19]([C:31]4[CH:36]=[CH:35][C:34](I)=[CH:33][CH:32]=4)[CH:20]=[C:21]([C:23]4[CH:28]=[CH:27][C:26]([Cl:29])=[CH:25][C:24]=4[Cl:30])[N:22]=3)=[CH:13][CH:12]=2)=[CH:7][CH:6]=1)([CH3:4])([CH3:3])[CH3:2].[CH3:38][CH2:39][C@@H:40]([NH2:44])[C:41]([OH:43])=[O:42].